From a dataset of Forward reaction prediction with 1.9M reactions from USPTO patents (1976-2016). Predict the product of the given reaction. (1) Given the reactants [O:1]=[C:2]1[NH:7][C:6]2[CH:8]=[C:9]([C:12](OC)=[O:13])[CH:10]=[N:11][C:5]=2[N:4]2[CH2:16][CH2:17][O:18][CH2:19][CH:3]12.[H-].[Na+].[H-].[Al+3].[Li+].[H-].[H-].[H-].CO, predict the reaction product. The product is: [OH:13][CH2:12][C:9]1[CH:10]=[N:11][C:5]2[N:4]3[CH2:16][CH2:17][O:18][CH2:19][CH:3]3[C:2](=[O:1])[NH:7][C:6]=2[CH:8]=1. (2) Given the reactants C(N(CC)CC)C.[CH2:8]([N:22]=[C:23]=[O:24])[CH2:9][CH2:10][CH2:11][CH2:12][CH2:13][CH2:14][CH2:15][CH2:16][CH2:17][CH2:18][CH2:19][CH2:20][CH3:21].[OH:25][C:26]1[CH:31]=[CH:30][CH:29]=[CH:28][C:27]=1[CH2:32][CH2:33][C:34]([N:36]1[CH2:41][CH2:40][N:39]([CH3:42])[CH2:38][CH2:37]1)=[O:35], predict the reaction product. The product is: [CH2:8]([NH:22][C:23](=[O:24])[O:25][C:26]1[CH:31]=[CH:30][CH:29]=[CH:28][C:27]=1[CH2:32][CH2:33][C:34]([N:36]1[CH2:41][CH2:40][N:39]([CH3:42])[CH2:38][CH2:37]1)=[O:35])[CH2:9][CH2:10][CH2:11][CH2:12][CH2:13][CH2:14][CH2:15][CH2:16][CH2:17][CH2:18][CH2:19][CH2:20][CH3:21]. (3) Given the reactants F[C:2]1[C:9]([F:10])=[CH:8][CH:7]=[CH:6][C:3]=1[CH:4]=[O:5].[C:11]([N:18]1[CH2:23][CH2:22][NH:21][CH2:20][CH2:19]1)([O:13][C:14]([CH3:17])([CH3:16])[CH3:15])=[O:12].C([O-])([O-])=O.[K+].[K+], predict the reaction product. The product is: [C:14]([O:13][C:11]([N:18]1[CH2:23][CH2:22][N:21]([C:2]2[C:9]([F:10])=[CH:8][CH:7]=[CH:6][C:3]=2[CH:4]=[O:5])[CH2:20][CH2:19]1)=[O:12])([CH3:17])([CH3:15])[CH3:16]. (4) Given the reactants N1C2[C:4](=[CH:5][C:6]([C:10]([O:12][CH3:13])=[O:11])=[CH:7][CH:8]=2)[CH:3]=C1.[H-].[Na+].[CH3:16]I.O.[CH3:19][N:20]([CH:22]=O)[CH3:21], predict the reaction product. The product is: [CH2:22]([N:20]1[C:19]2[C:4](=[CH:5][C:6]([C:10]([O:12][CH3:13])=[O:11])=[CH:7][CH:8]=2)[CH:3]=[CH:21]1)[CH3:16]. (5) Given the reactants [Br-].[CH2:2]([O:9][CH2:10][CH2:11][CH2:12][P+](C1C=CC=CC=1)(C1C=CC=CC=1)C1C=CC=CC=1)[C:3]1[CH:8]=[CH:7][CH:6]=[CH:5][CH:4]=1.C[Si]([N-][Si](C)(C)C)(C)C.[Na+].[CH:42]([CH:44]1[CH2:49][CH2:48][N:47]([C:50]([O:52][C:53]([CH3:56])([CH3:55])[CH3:54])=[O:51])[CH2:46][CH2:45]1)=O, predict the reaction product. The product is: [CH2:2]([O:9][CH2:10][CH2:11]/[CH:12]=[CH:42]\[CH:44]1[CH2:49][CH2:48][N:47]([C:50]([O:52][C:53]([CH3:54])([CH3:56])[CH3:55])=[O:51])[CH2:46][CH2:45]1)[C:3]1[CH:4]=[CH:5][CH:6]=[CH:7][CH:8]=1. (6) The product is: [O:35]=[C:31]1[CH:32]2[CH2:15][CH:29]([CH2:30][CH2:25]2)[C:28]([O:5][C:4](=[O:6])[C:3]2[CH:7]=[CH:8][C:9]([C:11]([F:14])([F:12])[F:13])=[N:10][C:2]=2[CH3:1])=[CH:27]1. Given the reactants [CH3:1][C:2]1[N:10]=[C:9]([C:11]([F:14])([F:13])[F:12])[CH:8]=[CH:7][C:3]=1[C:4]([OH:6])=[O:5].[CH2:15](N(CC)CC)C.CN([C:25]1[CH:30]=[CH:29][CH:28]=[CH:27]N=1)C.[C:31](Cl)(=[O:35])[C:32](Cl)=O, predict the reaction product. (7) Given the reactants [Br:1][C:2]1[CH:3]=[C:4](/[CH:8]=[CH:9]/[CH2:10][CH:11]([OH:13])[CH3:12])[CH:5]=[N:6][CH:7]=1.[C:14]1([CH3:24])[CH:19]=[CH:18][C:17]([S:20](Cl)(=[O:22])=[O:21])=[CH:16][CH:15]=1, predict the reaction product. The product is: [C:14]1([CH3:24])[CH:19]=[CH:18][C:17]([S:20]([O:13][CH:11]([CH2:10]/[CH:9]=[CH:8]/[C:4]2[CH:5]=[N:6][CH:7]=[C:2]([Br:1])[CH:3]=2)[CH3:12])(=[O:22])=[O:21])=[CH:16][CH:15]=1. (8) Given the reactants [CH2:1]([C:5]1[CH:6]=[C:7]2[N:12]([CH:13]=1)[CH:11]=[CH:10][C:9]([C:14]([O:16][CH:17]([CH3:19])[CH3:18])=[O:15])=[CH:8]2)[CH2:2][CH2:3][CH3:4].CCN(C(C)C)C(C)C.[F:29][C:30]([F:49])([F:48])[C:31]([N:33]1[CH2:38][CH2:37][CH:36]([C:39]2[CH:47]=[CH:46][C:42]([C:43](Cl)=[O:44])=[CH:41][CH:40]=2)[CH2:35][CH2:34]1)=[O:32], predict the reaction product. The product is: [CH2:1]([C:5]1[CH:6]=[C:7]2[N:12]([C:13]=1[C:43]([C:42]1[CH:46]=[CH:47][C:39]([CH:36]3[CH2:37][CH2:38][N:33]([C:31](=[O:32])[C:30]([F:49])([F:29])[F:48])[CH2:34][CH2:35]3)=[CH:40][CH:41]=1)=[O:44])[CH:11]=[CH:10][C:9]([C:14]([O:16][CH:17]([CH3:18])[CH3:19])=[O:15])=[CH:8]2)[CH2:2][CH2:3][CH3:4].